From a dataset of Full USPTO retrosynthesis dataset with 1.9M reactions from patents (1976-2016). Predict the reactants needed to synthesize the given product. (1) The reactants are: Cl[C:2]1[C:7]([Cl:8])=[N:6][CH:5]=[CH:4][N:3]=1.[NH2:9][C:10]1[CH:15]=[CH:14][C:13]([OH:16])=[CH:12][CH:11]=1.C(=O)([O-])[O-].[Cs+].[Cs+]. Given the product [Cl:8][C:7]1[C:2]([O:16][C:13]2[CH:14]=[CH:15][C:10]([NH2:9])=[CH:11][CH:12]=2)=[N:3][CH:4]=[CH:5][N:6]=1, predict the reactants needed to synthesize it. (2) The reactants are: [N+:1]([C:4]1[CH:5]=[C:6]([NH:10][C:11]([NH2:13])=[O:12])[CH:7]=[CH:8][CH:9]=1)([O-])=O. Given the product [NH2:1][C:4]1[CH:5]=[C:6]([NH:10][C:11]([NH2:13])=[O:12])[CH:7]=[CH:8][CH:9]=1, predict the reactants needed to synthesize it. (3) Given the product [Cl:34][C:6]1[C:7]2[C:8](=[O:9])[N:10]([C:11]3[CH:12]=[C:13]4[C:17](=[CH:18][CH:19]=3)[N:16]([C:20]3[CH:25]=[CH:24][CH:23]=[C:22]([O:26][C:27]([F:29])([F:30])[F:28])[CH:21]=3)[CH:15]=[CH:14]4)[CH2:31][CH2:32][O:33][C:2]=2[N:3]=[CH:4][N:5]=1, predict the reactants needed to synthesize it. The reactants are: Cl[C:2]1[C:7]([C:8]([N:10]([CH2:31][CH2:32][OH:33])[C:11]2[CH:12]=[C:13]3[C:17](=[CH:18][CH:19]=2)[N:16]([C:20]2[CH:25]=[CH:24][CH:23]=[C:22]([O:26][C:27]([F:30])([F:29])[F:28])[CH:21]=2)[CH:15]=[CH:14]3)=[O:9])=[C:6]([Cl:34])[N:5]=[CH:4][N:3]=1.C(N(CC)CC)C. (4) Given the product [C:1]([O:4][CH2:5][C@@H:6]1[N:7]([C:28]([O:27][CH2:26][C:23]2[CH:24]=[CH:25][CH:20]=[CH:21][CH:22]=2)=[O:29])[CH2:8][C@@H:9]([C:10]([O:12][CH3:13])=[O:11])[CH2:14][CH2:15]1)(=[O:3])[CH3:2], predict the reactants needed to synthesize it. The reactants are: [C:1]([O:4][CH2:5][C:6]1[CH:15]=[CH:14][C:9]([C:10]([O:12][CH3:13])=[O:11])=[CH:8][N:7]=1)(=[O:3])[CH3:2].[BH3-]C#N.[Na+].[CH:20]1[CH:25]=[CH:24][C:23]([CH2:26][O:27][C:28](Cl)=[O:29])=[CH:22][CH:21]=1. (5) Given the product [O:3]1[C:8]2=[CH:9][CH:10]=[CH:11][C:7]2=[CH:6][C:5]([CH:12]2[CH2:17][CH2:16][CH2:15][CH2:14][N:13]2[CH2:18][CH2:19][C@H:20]2[CH2:21][CH2:22][C@H:23]([NH:26][C:30](=[O:31])[C:29]3[CH:33]=[CH:34][C:35]([Cl:37])=[CH:36][C:28]=3[Cl:27])[CH2:24][CH2:25]2)=[CH:4]1, predict the reactants needed to synthesize it. The reactants are: Cl.Cl.[O:3]1[C:8]2=[CH:9][CH:10]=[CH:11][C:7]2=[CH:6][C:5]([CH:12]2[CH2:17][CH2:16][CH2:15][CH2:14][N:13]2[CH2:18][CH2:19][C@H:20]2[CH2:25][CH2:24][C@H:23]([NH2:26])[CH2:22][CH2:21]2)=[CH:4]1.[Cl:27][C:28]1[CH:36]=[C:35]([Cl:37])[CH:34]=[CH:33][C:29]=1[C:30](O)=[O:31]. (6) Given the product [Cl:22][C:7]1[C:8]([C:10]2[CH:11]=[N:12][C:13]([C:18]([F:19])([F:21])[F:20])=[CH:14][C:15]=2[C:16]#[N:17])=[CH:9][C:4]([C:3]([OH:25])=[O:2])=[C:5]([O:23][CH3:24])[CH:6]=1, predict the reactants needed to synthesize it. The reactants are: C[O:2][C:3](=[O:25])[C:4]1[CH:9]=[C:8]([C:10]2[CH:11]=[N:12][C:13]([C:18]([F:21])([F:20])[F:19])=[CH:14][C:15]=2[C:16]#[N:17])[C:7]([Cl:22])=[CH:6][C:5]=1[O:23][CH3:24].[OH-].C[Sn+](C)C. (7) Given the product [ClH:1].[NH2:27][C:22]1[C:21]([C:9]2([OH:8])[CH2:14][CH2:13][CH:12]([C:15]3[CH:16]=[CH:17][CH:18]=[CH:19][CH:20]=3)[CH2:11][CH2:10]2)=[CH:26][CH:25]=[CH:24][N:23]=1, predict the reactants needed to synthesize it. The reactants are: [ClH:1].CCOC(C)=O.[OH:8][C:9]1([C:21]2[C:22]([NH:27]C(=O)OC(C)(C)C)=[N:23][CH:24]=[CH:25][CH:26]=2)[CH2:14][CH2:13][CH:12]([C:15]2[CH:20]=[CH:19][CH:18]=[CH:17][CH:16]=2)[CH2:11][CH2:10]1. (8) Given the product [Cl:8][C:5]1[CH:6]=[CH:7][C:2]2[N:3]([CH:10]=[CH:11][N:1]=2)[N:4]=1, predict the reactants needed to synthesize it. The reactants are: [NH2:1][C:2]1[N:3]=[N:4][C:5]([Cl:8])=[CH:6][CH:7]=1.Br[CH2:10][CH:11]=O. (9) Given the product [Cl:1][C:2]1[CH:7]=[CH:6][C:5]([S:8]([N:11]([CH2:24][C:25]2[CH:32]=[CH:31][C:28]([C:29]#[N:30])=[CH:27][CH:26]=2)[C@H:12]([C:15]2[CH:16]=[CH:17][C:18]([C:21]#[N:22])=[CH:19][CH:20]=2)[CH2:13][CH3:14])(=[O:9])=[O:10])=[CH:4][CH:3]=1, predict the reactants needed to synthesize it. The reactants are: [Cl:1][C:2]1[CH:7]=[CH:6][C:5]([S:8]([NH:11][C@H:12]([C:15]2[CH:20]=[CH:19][C:18]([C:21]#[N:22])=[CH:17][CH:16]=2)[CH2:13][CH3:14])(=[O:10])=[O:9])=[CH:4][CH:3]=1.Br[CH2:24][C:25]1[CH:32]=[CH:31][C:28]([C:29]#[N:30])=[CH:27][CH:26]=1.C([O-])([O-])=O.[K+].[K+].